Dataset: NCI-60 drug combinations with 297,098 pairs across 59 cell lines. Task: Regression. Given two drug SMILES strings and cell line genomic features, predict the synergy score measuring deviation from expected non-interaction effect. (1) Drug 1: CC1=C2C(C(=O)C3(C(CC4C(C3C(C(C2(C)C)(CC1OC(=O)C(C(C5=CC=CC=C5)NC(=O)C6=CC=CC=C6)O)O)OC(=O)C7=CC=CC=C7)(CO4)OC(=O)C)O)C)OC(=O)C. Drug 2: CC1C(C(CC(O1)OC2CC(CC3=C2C(=C4C(=C3O)C(=O)C5=CC=CC=C5C4=O)O)(C(=O)C)O)N)O. Cell line: HT29. Synergy scores: CSS=48.0, Synergy_ZIP=-4.24, Synergy_Bliss=-6.98, Synergy_Loewe=-2.54, Synergy_HSA=-1.50. (2) Drug 1: CC1C(C(=O)NC(C(=O)N2CCCC2C(=O)N(CC(=O)N(C(C(=O)O1)C(C)C)C)C)C(C)C)NC(=O)C3=C4C(=C(C=C3)C)OC5=C(C(=O)C(=C(C5=N4)C(=O)NC6C(OC(=O)C(N(C(=O)CN(C(=O)C7CCCN7C(=O)C(NC6=O)C(C)C)C)C)C(C)C)C)N)C. Drug 2: C1C(C(OC1N2C=NC3=C2NC=NCC3O)CO)O. Cell line: MCF7. Synergy scores: CSS=9.50, Synergy_ZIP=-7.11, Synergy_Bliss=-10.6, Synergy_Loewe=-43.4, Synergy_HSA=-7.88. (3) Drug 1: C1CC(=O)NC(=O)C1N2CC3=C(C2=O)C=CC=C3N. Drug 2: C(CCl)NC(=O)N(CCCl)N=O. Cell line: PC-3. Synergy scores: CSS=5.67, Synergy_ZIP=3.54, Synergy_Bliss=1.18, Synergy_Loewe=3.92, Synergy_HSA=3.95. (4) Drug 1: CC12CCC3C(C1CCC2NC(=O)OCC(F)(F)F)CCC4C3(C=CC(=O)N4C)C. Drug 2: C1CNP(=O)(OC1)N(CCCl)CCCl. Cell line: SK-OV-3. Synergy scores: CSS=1.10, Synergy_ZIP=8.35, Synergy_Bliss=14.5, Synergy_Loewe=9.06, Synergy_HSA=7.44. (5) Drug 1: CCC1(CC2CC(C3=C(CCN(C2)C1)C4=CC=CC=C4N3)(C5=C(C=C6C(=C5)C78CCN9C7C(C=CC9)(C(C(C8N6C)(C(=O)OC)O)OC(=O)C)CC)OC)C(=O)OC)O. Drug 2: COCCOC1=C(C=C2C(=C1)C(=NC=N2)NC3=CC=CC(=C3)C#C)OCCOC. Cell line: HT29. Synergy scores: CSS=81.4, Synergy_ZIP=2.61, Synergy_Bliss=2.88, Synergy_Loewe=1.67, Synergy_HSA=4.32. (6) Drug 1: CCCCCOC(=O)NC1=NC(=O)N(C=C1F)C2C(C(C(O2)C)O)O. Drug 2: CCN(CC)CCCC(C)NC1=C2C=C(C=CC2=NC3=C1C=CC(=C3)Cl)OC. Cell line: MCF7. Synergy scores: CSS=9.19, Synergy_ZIP=-4.11, Synergy_Bliss=4.61, Synergy_Loewe=-8.16, Synergy_HSA=1.08. (7) Drug 1: CC1C(C(=O)NC(C(=O)N2CCCC2C(=O)N(CC(=O)N(C(C(=O)O1)C(C)C)C)C)C(C)C)NC(=O)C3=C4C(=C(C=C3)C)OC5=C(C(=O)C(=C(C5=N4)C(=O)NC6C(OC(=O)C(N(C(=O)CN(C(=O)C7CCCN7C(=O)C(NC6=O)C(C)C)C)C)C(C)C)C)N)C. Drug 2: CC=C1C(=O)NC(C(=O)OC2CC(=O)NC(C(=O)NC(CSSCCC=C2)C(=O)N1)C(C)C)C(C)C. Cell line: SK-MEL-28. Synergy scores: CSS=16.3, Synergy_ZIP=1.68, Synergy_Bliss=2.15, Synergy_Loewe=-39.7, Synergy_HSA=-4.62.